This data is from Forward reaction prediction with 1.9M reactions from USPTO patents (1976-2016). The task is: Predict the product of the given reaction. (1) The product is: [CH3:43][N:44]1[CH2:49][CH2:48][N:47]([C:20]([C@H:17]2[CH2:16][CH2:15][C@H:14]([CH2:13][NH:12][S:9]([C:6]3[CH:7]=[CH:8][C:3]([C:2]([F:23])([F:1])[F:24])=[CH:4][CH:5]=3)(=[O:10])=[O:11])[CH2:19][CH2:18]2)=[O:22])[CH2:46][CH2:45]1. Given the reactants [F:1][C:2]([F:24])([F:23])[C:3]1[CH:8]=[CH:7][C:6]([S:9]([NH:12][CH2:13][C@H:14]2[CH2:19][CH2:18][C@H:17]([C:20]([OH:22])=O)[CH2:16][CH2:15]2)(=[O:11])=[O:10])=[CH:5][CH:4]=1.CCN=C=NCCCN(C)C.CCN(CC)CC.[CH3:43][N:44]1[CH2:49][CH2:48][NH:47][CH2:46][CH2:45]1, predict the reaction product. (2) Given the reactants [F:1][C:2]1[CH:11]=[CH:10][C:9]([C:12]2[CH:21]=[CH:20][C:19]3[C:14](=[CH:15][CH:16]=[C:17]([OH:22])[CH:18]=3)[CH:13]=2)=[CH:8][C:3]=1[C:4]([O:6][CH3:7])=[O:5].C(=O)([O-])[O-].[Cs+].[Cs+].Cl[CH2:30][C:31]1[C:32]([C:39]2[C:44]([Cl:45])=[CH:43][CH:42]=[CH:41][C:40]=2[Cl:46])=[N:33][O:34][C:35]=1[CH:36]([CH3:38])[CH3:37].C(OCC)(=O)C, predict the reaction product. The product is: [Cl:45][C:44]1[CH:43]=[CH:42][CH:41]=[C:40]([Cl:46])[C:39]=1[C:32]1[C:31]([CH2:30][O:22][C:17]2[CH:18]=[C:19]3[C:14](=[CH:15][CH:16]=2)[CH:13]=[C:12]([C:9]2[CH:10]=[CH:11][C:2]([F:1])=[C:3]([CH:8]=2)[C:4]([O:6][CH3:7])=[O:5])[CH:21]=[CH:20]3)=[C:35]([CH:36]([CH3:38])[CH3:37])[O:34][N:33]=1. (3) Given the reactants [NH2:1][C:2]1[CH:3]=[CH:4][C:5]([NH:12][C:13]2[N:18]=[C:17]([CH3:19])[CH:16]=[C:15]([C:20]3[CH:29]=[CH:28][C:27]4[C:22](=[CH:23][CH:24]=[CH:25][CH:26]=4)[CH:21]=3)[N:14]=2)=[C:6]([CH:11]=1)[C:7]([O:9]C)=[O:8].[OH-].[Li+], predict the reaction product. The product is: [NH2:1][C:2]1[CH:3]=[CH:4][C:5]([NH:12][C:13]2[N:18]=[C:17]([CH3:19])[CH:16]=[C:15]([C:20]3[CH:29]=[CH:28][C:27]4[C:22](=[CH:23][CH:24]=[CH:25][CH:26]=4)[CH:21]=3)[N:14]=2)=[C:6]([CH:11]=1)[C:7]([OH:9])=[O:8]. (4) The product is: [ClH:24].[N:18]1([C:16]([C:3]2([C:1]#[N:2])[CH2:8][CH2:7][NH:6][CH2:5][CH2:4]2)=[O:17])[CH2:19][CH2:20][O:21][CH2:22][CH2:23]1. Given the reactants [C:1]([C:3]1([C:16]([N:18]2[CH2:23][CH2:22][O:21][CH2:20][CH2:19]2)=[O:17])[CH2:8][CH2:7][N:6](C(OC(C)(C)C)=O)[CH2:5][CH2:4]1)#[N:2].[ClH:24], predict the reaction product. (5) Given the reactants FC(F)(F)C(O)=O.[Si:8]([O:25][CH2:26][C:27]1[CH:28]=[C:29]2[C:34](=[CH:35][CH:36]=1)[CH2:33][N:32](C(OC(C)(C)C)=O)[CH2:31][CH2:30]2)([C:21]([CH3:24])([CH3:23])[CH3:22])([C:15]1[CH:20]=[CH:19][CH:18]=[CH:17][CH:16]=1)[C:9]1[CH:14]=[CH:13][CH:12]=[CH:11][CH:10]=1, predict the reaction product. The product is: [Si:8]([O:25][CH2:26][C:27]1[CH:28]=[C:29]2[C:34](=[CH:35][CH:36]=1)[CH2:33][NH:32][CH2:31][CH2:30]2)([C:21]([CH3:23])([CH3:22])[CH3:24])([C:15]1[CH:16]=[CH:17][CH:18]=[CH:19][CH:20]=1)[C:9]1[CH:14]=[CH:13][CH:12]=[CH:11][CH:10]=1. (6) Given the reactants [P:1]([O:13][C:14]1[C:15]2[CH:34]=[CH:33][CH:32]=[CH:31][C:16]=2[C:17]2[C@H:18]([CH2:29][Cl:30])[CH2:19][N:20](C(=O)C(F)(F)F)[C:21]=2[CH:22]=1)([O:8][C:9]([CH3:12])([CH3:11])[CH3:10])([O:3][C:4]([CH3:7])([CH3:6])[CH3:5])=[O:2].C([O-])([O-])=O.[Cs+].[Cs+], predict the reaction product. The product is: [P:1]([O:13][C:14]1[C:15]2[CH:34]=[CH:33][CH:32]=[CH:31][C:16]=2[C:17]2[C@H:18]([CH2:29][Cl:30])[CH2:19][NH:20][C:21]=2[CH:22]=1)([O:8][C:9]([CH3:10])([CH3:11])[CH3:12])([O:3][C:4]([CH3:7])([CH3:6])[CH3:5])=[O:2].